This data is from NCI-60 drug combinations with 297,098 pairs across 59 cell lines. The task is: Regression. Given two drug SMILES strings and cell line genomic features, predict the synergy score measuring deviation from expected non-interaction effect. Drug 1: CC1OCC2C(O1)C(C(C(O2)OC3C4COC(=O)C4C(C5=CC6=C(C=C35)OCO6)C7=CC(=C(C(=C7)OC)O)OC)O)O. Drug 2: C1=CC(=CC=C1C#N)C(C2=CC=C(C=C2)C#N)N3C=NC=N3. Cell line: SK-MEL-28. Synergy scores: CSS=8.35, Synergy_ZIP=-2.62, Synergy_Bliss=0.402, Synergy_Loewe=-11.1, Synergy_HSA=-1.60.